Dataset: Forward reaction prediction with 1.9M reactions from USPTO patents (1976-2016). Task: Predict the product of the given reaction. (1) Given the reactants [N+:1]([C:4]1[CH:12]=[CH:11][CH:10]=[CH:9][C:5]=1[C:6]([OH:8])=[O:7])([O-:3])=[O:2].S([O-])([O-])(=O)=O.[Mg+2].[C:19](O)([CH3:22])([CH3:21])[CH3:20].S(=O)(=O)(O)O, predict the reaction product. The product is: [N+:1]([C:4]1[CH:12]=[CH:11][CH:10]=[CH:9][C:5]=1[C:6]([O:8][C:19]([CH3:22])([CH3:21])[CH3:20])=[O:7])([O-:3])=[O:2]. (2) Given the reactants [F:1][C:2]1[CH:3]=[CH:4][C:5]([C:8]2[N:12]3[CH2:13][C@H:14]([CH3:18])[NH:15][C:16](=O)[C:11]3=[N:10][N:9]=2)=[N:6][CH:7]=1.COC1C=CC(P2(SP(C3C=CC(OC)=CC=3)(=S)S2)=[S:28])=CC=1, predict the reaction product. The product is: [F:1][C:2]1[CH:3]=[CH:4][C:5]([C:8]2[N:12]3[CH2:13][C@H:14]([CH3:18])[NH:15][C:16](=[S:28])[C:11]3=[N:10][N:9]=2)=[N:6][CH:7]=1. (3) The product is: [NH2:33][C:29]1[N:30]=[C:31]([CH3:32])[C:26]([CH2:25][NH:24][C:16](=[O:18])[C:15]2[CH:19]=[C:20]([CH3:22])[N:21]=[C:13]([CH2:12][C:8]3[CH:9]=[C:10]4[C:5](=[CH:6][CH:7]=3)[N:4]=[CH:3][C:2]([Cl:1])=[CH:11]4)[CH:14]=2)=[C:27]([CH3:34])[CH:28]=1. Given the reactants [Cl:1][C:2]1[CH:3]=[N:4][C:5]2[C:10]([CH:11]=1)=[CH:9][C:8]([CH2:12][C:13]1[CH:14]=[C:15]([CH:19]=[C:20]([CH3:22])[N:21]=1)[C:16]([OH:18])=O)=[CH:7][CH:6]=2.Cl.[NH2:24][CH2:25][C:26]1[CH:27]=[CH:28][C:29]([NH2:33])=[N:30][C:31]=1[CH3:32].[CH3:34]N(C(ON1N=NC2C=CC=NC1=2)=[N+](C)C)C.F[P-](F)(F)(F)(F)F.CCN(C(C)C)C(C)C, predict the reaction product. (4) Given the reactants [N+:1]([C:4]1[CH:5]=[C:6]([CH:10]=[C:11]([N+:13]([O-:15])=[O:14])[CH:12]=1)[C:7](Cl)=[O:8])([O-:3])=[O:2].[O:16]1[C:20]2[CH:21]=[CH:22][C:23](/[C:25](=[CH:28]/[C:29]3[CH:34]=[CH:33][C:32]([O:35][CH2:36][CH2:37][CH2:38][CH2:39][CH2:40][CH2:41][CH2:42][CH2:43][CH2:44][CH2:45][CH2:46][OH:47])=[C:31]([O:48][CH3:49])[CH:30]=3)/[C:26]#[N:27])=[CH:24][C:19]=2[O:18][CH2:17]1.N1C=CC=CC=1.CO, predict the reaction product. The product is: [N+:1]([C:4]1[CH:5]=[C:6]([CH:10]=[C:11]([N+:13]([O-:15])=[O:14])[CH:12]=1)[C:7]([O:47][CH2:46][CH2:45][CH2:44][CH2:43][CH2:42][CH2:41][CH2:40][CH2:39][CH2:38][CH2:37][CH2:36][O:35][C:32]1[CH:33]=[CH:34][C:29](/[CH:28]=[C:25](/[C:23]2[CH:22]=[CH:21][C:20]3[O:16][CH2:17][O:18][C:19]=3[CH:24]=2)\[C:26]#[N:27])=[CH:30][C:31]=1[O:48][CH3:49])=[O:8])([O-:3])=[O:2]. (5) Given the reactants [CH3:1][O:2][C:3]1[CH:8]=[CH:7][C:6]([C:9]2[C:17]3[C:16]([O:18][CH2:19][CH:20]4[CH2:24][CH2:23][CH2:22][NH:21]4)=[N:15][CH:14]=[N:13][C:12]=3[O:11][C:10]=2[C:25]2[CH:30]=[CH:29][CH:28]=[CH:27][CH:26]=2)=[CH:5][CH:4]=1.C(N(CC)CC)C.[CH3:38][O:39][C:40](=[O:44])[CH2:41][CH2:42]Br, predict the reaction product. The product is: [CH3:38][O:39][C:40](=[O:44])[CH2:41][CH2:42][N:21]1[CH2:22][CH2:23][CH2:24][CH:20]1[CH2:19][O:18][C:16]1[C:17]2[C:9]([C:6]3[CH:5]=[CH:4][C:3]([O:2][CH3:1])=[CH:8][CH:7]=3)=[C:10]([C:25]3[CH:30]=[CH:29][CH:28]=[CH:27][CH:26]=3)[O:11][C:12]=2[N:13]=[CH:14][N:15]=1. (6) The product is: [Cl:13][C:10]1[CH:11]=[CH:12][C:7]([N:6]2[C:2]([N:56]3[CH2:57][CH2:58][N:53]([C:44](=[N:43][C:41]#[N:42])[NH:45][C:46]4[CH:51]=[CH:50][CH:49]=[CH:48][C:47]=4[CH3:52])[CH2:54][CH:55]3[C:59]3[CH:64]=[CH:63][CH:62]=[CH:61][CH:60]=3)=[N:3][N:4]=[N:5]2)=[CH:8][CH:9]=1. Given the reactants Cl[C:2]1[N:6]([C:7]2[CH:12]=[CH:11][C:10]([Cl:13])=[CH:9][CH:8]=2)[N:5]=[N:4][N:3]=1.C1OCCOCCOCCOCCOCCOC1.[F-].[K+].C(N(CC)CC)C.[C:41]([N:43]=[C:44]([N:53]1[CH2:58][CH2:57][NH:56][CH:55]([C:59]2[CH:64]=[CH:63][CH:62]=[CH:61][CH:60]=2)[CH2:54]1)[NH:45][C:46]1[CH:51]=[CH:50][CH:49]=[CH:48][C:47]=1[CH3:52])#[N:42], predict the reaction product. (7) Given the reactants [C:1]([C:3]1[C:8]([CH3:9])=[CH:7][CH:6]=[CH:5][C:4]=1[S:10](Cl)(=[O:12])=[O:11])#[N:2].[NH:14]1[CH:18]=[CH:17][CH:16]=[N:15]1.C(N(CC)CC)C.[Cl-].[NH4+], predict the reaction product. The product is: [CH3:9][C:8]1[CH:7]=[CH:6][CH:5]=[C:4]([S:10]([N:14]2[CH:18]=[CH:17][CH:16]=[N:15]2)(=[O:12])=[O:11])[C:3]=1[C:1]#[N:2]. (8) Given the reactants [NH2:1][C:2]1[CH:7]=[C:6]([C:8]([F:11])([F:10])[F:9])[CH:5]=[CH:4][N:3]=1.N1C=CC=CC=1.Cl[C:19]([O:21][C:22]1[CH:27]=[CH:26][CH:25]=[CH:24][CH:23]=1)=[O:20], predict the reaction product. The product is: [C:22]1([O:21][C:19](=[O:20])[NH:1][C:2]2[CH:7]=[C:6]([C:8]([F:9])([F:11])[F:10])[CH:5]=[CH:4][N:3]=2)[CH:27]=[CH:26][CH:25]=[CH:24][CH:23]=1. (9) Given the reactants Br[C:2]1[CH:7]=[CH:6][CH:5]=[CH:4][N:3]=1.[Li]CCCC.[C:13]([C:15]1[CH:20]=[CH:19][C:18]([C:21]2(C#N)[CH2:25][CH2:24][O:23][CH2:22]2)=[CH:17][CH:16]=1)#[N:14].OS(O)(=O)=O.C1C[O:36][CH2:35]C1, predict the reaction product. The product is: [N:3]1[CH:4]=[CH:5][CH:6]=[C:7]([C:35]([CH:22]2[CH:21]([C:18]3[CH:17]=[CH:16][C:15]([C:13]#[N:14])=[CH:20][CH:19]=3)[CH2:25][CH2:24][O:23]2)=[O:36])[CH:2]=1.